From a dataset of Forward reaction prediction with 1.9M reactions from USPTO patents (1976-2016). Predict the product of the given reaction. (1) The product is: [CH:27]1([NH:26][C:25]([NH:24][C:22]2[CH:21]=[C:20]([NH:33][C:41]3[N:46]=[C:45]([C:47]([F:48])([F:49])[F:50])[CH:44]=[CH:43][N:42]=3)[CH:19]=[C:18]([C:15]3[S:14][C:13]([C:9]4([OH:8])[CH2:10][CH2:11][CH2:12]4)=[N:17][CH:16]=3)[CH:23]=2)=[O:32])[CH2:28][CH2:29][CH2:30][CH2:31]1. Given the reactants [Si]([O:8][C:9]1([C:13]2[S:14][C:15]([C:18]3[CH:19]=[C:20]([N:33]([C:41]4[N:46]=[C:45]([C:47]([F:50])([F:49])[F:48])[CH:44]=[CH:43][N:42]=4)C(=O)OC(C)(C)C)[CH:21]=[C:22]([NH:24][C:25](=[O:32])[NH:26][CH:27]4[CH2:31][CH2:30][CH2:29][CH2:28]4)[CH:23]=3)=[CH:16][N:17]=2)[CH2:12][CH2:11][CH2:10]1)(C(C)(C)C)(C)C.C(O)(C(F)(F)F)=O.CCCC[N+](CCCC)(CCCC)CCCC.[F-], predict the reaction product. (2) Given the reactants [N+:1]([C:4]1[CH:5]=[C:6]([CH:9]=[CH:10][CH:11]=1)[CH2:7]Br)([O-:3])=[O:2].[NH3:12], predict the reaction product. The product is: [N+:1]([C:4]1[CH:5]=[C:6]([CH:9]=[CH:10][CH:11]=1)[CH2:7][NH2:12])([O-:3])=[O:2]. (3) Given the reactants [F:1][C:2]1[CH:10]=[C:9]2[C:5]([C:6]([C:20]3[CH:21]=[N:22][NH:23][CH:24]=3)=[CH:7][N:8]2[S:11]([C:14]2[CH:19]=[CH:18][CH:17]=[CH:16][CH:15]=2)(=[O:13])=[O:12])=[CH:4][CH:3]=1.[C:25]([O:29][C:30]([CH3:33])([CH3:32])[CH3:31])(=[O:28])[CH:26]=[CH2:27].C([O-])([O-])=O.[Cs+].[Cs+], predict the reaction product. The product is: [F:1][C:2]1[CH:10]=[C:9]2[C:5]([C:6]([C:20]3[CH:24]=[N:23][N:22]([CH2:27][CH2:26][C:25]([O:29][C:30]([CH3:33])([CH3:32])[CH3:31])=[O:28])[CH:21]=3)=[CH:7][N:8]2[S:11]([C:14]2[CH:15]=[CH:16][CH:17]=[CH:18][CH:19]=2)(=[O:12])=[O:13])=[CH:4][CH:3]=1. (4) Given the reactants [F:1][C:2]1[CH:7]=[C:6]([C:8](=[O:13])[NH:9][CH:10]([CH3:12])[CH3:11])[CH:5]=[CH:4][C:3]=1[N:14]1[CH2:19][CH2:18][N:17](C(OC(C)(C)C)=O)[CH2:16][CH2:15]1.[ClH:27], predict the reaction product. The product is: [ClH:27].[F:1][C:2]1[CH:7]=[C:6]([CH:5]=[CH:4][C:3]=1[N:14]1[CH2:15][CH2:16][NH:17][CH2:18][CH2:19]1)[C:8]([NH:9][CH:10]([CH3:12])[CH3:11])=[O:13]. (5) Given the reactants Br[C:2]1[CH:7]=[C:6]([C:8]([F:11])([F:10])[F:9])[C:5]([Cl:12])=[CH:4][N:3]=1.[CH3:13][N:14]1[CH:18]=[C:17]([C:19]2[CH:24]=[CH:23][CH:22]=[C:21](B3OC(C)(C)C(C)(C)O3)[CH:20]=2)[CH:16]=[N:15]1.C(=O)([O-])[O-].[K+].[K+], predict the reaction product. The product is: [Cl:12][C:5]1[C:6]([C:8]([F:11])([F:10])[F:9])=[CH:7][C:2]([C:23]2[CH:22]=[CH:21][CH:20]=[C:19]([C:17]3[CH:16]=[N:15][N:14]([CH3:13])[CH:18]=3)[CH:24]=2)=[N:3][CH:4]=1. (6) Given the reactants [Br:1][C:2]1[C:11]([N+:12]([O-])=O)=[CH:10][CH:9]=[C:8]2[C:3]=1[CH2:4][O:5][C:6]2=[O:7].O.N, predict the reaction product. The product is: [Br:1][C:2]1[C:11]([NH2:12])=[CH:10][CH:9]=[C:8]2[C:3]=1[CH2:4][O:5][C:6]2=[O:7]. (7) Given the reactants [CH2:1]([O:7][C:8]1[CH:9]=[C:10]([CH:22]=[CH:23][C:24]([OH:26])=O)[CH:11]=[C:12]([O:15][CH2:16][CH2:17][CH2:18][CH2:19][CH2:20][CH3:21])[C:13]=1[OH:14])[CH2:2][CH2:3][CH2:4][CH2:5][CH3:6].[NH2:27][C:28]1[CH:33]=[CH:32][CH:31]=[CH:30][C:29]=1[OH:34].F[P-](F)(F)(F)(F)F.N1(O[P+](N(C)C)(N(C)C)N(C)C)C2C=CC=CC=2N=N1, predict the reaction product. The product is: [CH2:16]([O:15][C:12]1[CH:11]=[C:10]([CH:22]=[CH:23][C:24]([NH:27][C:28]2[CH:33]=[CH:32][CH:31]=[CH:30][C:29]=2[OH:34])=[O:26])[CH:9]=[C:8]([O:7][CH2:1][CH2:2][CH2:3][CH2:4][CH2:5][CH3:6])[C:13]=1[OH:14])[CH2:17][CH2:18][CH2:19][CH2:20][CH3:21].